This data is from Forward reaction prediction with 1.9M reactions from USPTO patents (1976-2016). The task is: Predict the product of the given reaction. (1) Given the reactants [CH3:1][C:2]1[CH:11]=[CH:10][C:9]2[C:4](=[CH:5][CH:6]=[CH:7][C:8]=2[N:12]2[CH2:17][CH2:16][N:15]([CH2:18][CH2:19][C:20]3[CH:25]=[CH:24][CH:23]=[C:22]([N+:26]([O-:28])=[O:27])[CH:21]=3)[CH2:14][CH2:13]2)[N:3]=1.[Cl:29]C1C=C2C(C=CC(C)=N2)=C(N2CCNCC2)C=1.[N+](C1C=CC(S(OCCC2C=CC=C([N+]([O-])=O)C=2)(=O)=O)=CC=1)([O-])=O, predict the reaction product. The product is: [Cl:29][C:6]1[CH:5]=[C:4]2[C:9]([CH:10]=[CH:11][C:2]([CH3:1])=[N:3]2)=[C:8]([N:12]2[CH2:17][CH2:16][N:15]([CH2:18][CH2:19][C:20]3[CH:25]=[CH:24][CH:23]=[C:22]([N+:26]([O-:28])=[O:27])[CH:21]=3)[CH2:14][CH2:13]2)[CH:7]=1. (2) Given the reactants C([O:8][C:9]1[CH:14]=[CH:13][C:12]([CH2:15][CH2:16][CH2:17][CH2:18][N:19]2[CH:23]=[CH:22][N:21]=[N:20]2)=[CH:11][CH:10]=1)C1C=CC=CC=1.[H][H], predict the reaction product. The product is: [N:19]1([CH2:18][CH2:17][CH2:16][CH2:15][C:12]2[CH:11]=[CH:10][C:9]([OH:8])=[CH:14][CH:13]=2)[CH:23]=[CH:22][N:21]=[N:20]1. (3) Given the reactants Br[CH2:2][C:3]1[C:13]([Cl:14])=[N:12][CH:11]=[CH:10][C:4]=1[C:5]([O:7]CC)=O.Cl.[CH3:16][C:17]1[CH:18]=[C:19]([CH:31]([NH2:33])[CH3:32])[N:20]=[N:21][C:22]=1[O:23][CH2:24][C:25]([F:30])([F:29])[CH:26]([F:28])[F:27], predict the reaction product. The product is: [Cl:14][C:13]1[C:3]2[CH2:2][N:33]([CH:31]([C:19]3[N:20]=[N:21][C:22]([O:23][CH2:24][C:25]([F:29])([F:30])[CH:26]([F:28])[F:27])=[C:17]([CH3:16])[CH:18]=3)[CH3:32])[C:5](=[O:7])[C:4]=2[CH:10]=[CH:11][N:12]=1. (4) Given the reactants [NH2:1][C:2]1[C:3]([N:9]2[CH2:14][CH2:13][N:12](C(OC(C)(C)C)=O)[CH2:11][CH2:10]2)=[N:4][CH:5]=[N:6][C:7]=1[SH:8].[F:22][C:23]1[CH:28]=[CH:27][C:26]([CH2:29][CH2:30][C:31](O)=O)=[CH:25][CH:24]=1, predict the reaction product. The product is: [F:22][C:23]1[CH:28]=[CH:27][C:26]([CH2:29][CH2:30][C:31]2[S:8][C:7]3[N:6]=[CH:5][N:4]=[C:3]([N:9]4[CH2:10][CH2:11][NH:12][CH2:13][CH2:14]4)[C:2]=3[N:1]=2)=[CH:25][CH:24]=1. (5) Given the reactants [C:1]([N:5]1[CH:9]=[C:8]([NH:10][C:11]([NH:13][C:14]2[CH:19]=[C:18]([C:20]3[C:31](=[O:32])[N:30]([CH3:33])[C:23]4[N:24]=[C:25](NC)[N:26]=[CH:27][C:22]=4[CH:21]=3)[C:17]([CH3:34])=[CH:16][C:15]=2[F:35])=[O:12])[CH:7]=[N:6]1)([CH3:4])([CH3:3])[CH3:2].[C:36]1([C@@H:42]([NH2:44])[CH3:43])[CH:41]=[CH:40][CH:39]=[CH:38][CH:37]=1, predict the reaction product. The product is: [C:1]([N:5]1[CH:9]=[C:8]([NH:10][C:11]([NH:13][C:14]2[CH:19]=[C:18]([C:20]3[C:31](=[O:32])[N:30]([CH3:33])[C:23]4[N:24]=[C:25]([NH:44][C@H:42]([C:36]5[CH:41]=[CH:40][CH:39]=[CH:38][CH:37]=5)[CH3:43])[N:26]=[CH:27][C:22]=4[CH:21]=3)[C:17]([CH3:34])=[CH:16][C:15]=2[F:35])=[O:12])[CH:7]=[N:6]1)([CH3:4])([CH3:3])[CH3:2]. (6) The product is: [N:11]1([C:5]2[CH:6]=[CH:7][C:8]([C:21]#[N:22])=[C:3]([F:2])[CH:4]=2)[CH:15]=[N:14][CH:13]=[N:12]1. Given the reactants Cl.[F:2][C:3]1[CH:8]=[CH:7][C:6](CN)=[C:5]([N:11]2[CH:15]=[N:14][CH:13]=[N:12]2)[CH:4]=1.FC1C=CC([C:21]#[N:22])=C(N2C=NC=N2)C=1.Cl, predict the reaction product. (7) Given the reactants [Br:1][C:2]1[CH:3]=[C:4]([CH:26]=[CH:27][CH:28]=1)[O:5][C:6]1[C:11]([O:12][CH2:13][CH2:14][CH2:15][C:16]2[C:21]([O:22]C)=[CH:20][N:19]=[CH:18][C:17]=2[O:24][CH3:25])=[CH:10][CH:9]=[CH:8][N:7]=1.N1C=CC=CC=1.Cl, predict the reaction product. The product is: [Br:1][C:2]1[CH:3]=[C:4]([CH:26]=[CH:27][CH:28]=1)[O:5][C:6]1[C:11]([O:12][CH2:13][CH2:14][CH2:15][C:16]2[C:17]([O:24][CH3:25])=[CH:18][N:19]=[CH:20][C:21]=2[OH:22])=[CH:10][CH:9]=[CH:8][N:7]=1.[Br:1][C:2]1[CH:3]=[C:4]([CH:26]=[CH:27][CH:28]=1)[O:5][C:6]1[C:11]([O:12][CH2:13][CH2:14][CH2:15][C:16]2[C:17]([OH:24])=[CH:18][N:19]=[CH:20][C:21]=2[OH:22])=[CH:10][CH:9]=[CH:8][N:7]=1. (8) The product is: [CH2:1]([O:8][C:9]([N:10]([CH2:11][C:12]1[CH:17]=[C:16]([S:18]([CH3:21])(=[O:19])=[O:20])[CH:15]=[CH:14][C:13]=1[O:22][S:37]([C:36]([F:49])([F:48])[F:35])(=[O:39])=[O:38])[CH2:23][CH3:24])=[O:25])[C:2]1[CH:3]=[CH:4][CH:5]=[CH:6][CH:7]=1. Given the reactants [CH2:1]([O:8][C:9](=[O:25])[N:10]([CH2:23][CH3:24])[CH2:11][C:12]1[CH:17]=[C:16]([S:18]([CH3:21])(=[O:20])=[O:19])[CH:15]=[CH:14][C:13]=1[OH:22])[C:2]1[CH:7]=[CH:6][CH:5]=[CH:4][CH:3]=1.C(N(C(C)C)CC)(C)C.[F:35][C:36]([F:49])([F:48])[S:37](O[S:37]([C:36]([F:49])([F:48])[F:35])(=[O:39])=[O:38])(=[O:39])=[O:38], predict the reaction product. (9) Given the reactants [CH3:1][C@:2]1([C:7]([OH:9])=[O:8])[NH:6][CH2:5][CH2:4][CH2:3]1.C(N(CC)CC)C.[C:17](O[C:17]([O:19][C:20]([CH3:23])([CH3:22])[CH3:21])=[O:18])([O:19][C:20]([CH3:23])([CH3:22])[CH3:21])=[O:18], predict the reaction product. The product is: [C:20]([O:19][C:17]([N:6]1[CH2:5][CH2:4][CH2:3][C@@:2]1([CH3:1])[C:7]([OH:9])=[O:8])=[O:18])([CH3:23])([CH3:22])[CH3:21].